Task: Predict the reaction yield, written as a fraction of the theoretical maximum amount of product (1.0 means a 100% yield; for example, 0.34 means a 34% yield).. Dataset: Reaction yield outcomes from USPTO patents with 853,638 reactions The reactants are C(O[C:6](=O)[NH:7][C:8]1[C:9]([C:24]2[CH:29]=[CH:28][C:27]([F:30])=[CH:26][C:25]=2[CH3:31])=[C:10]2[CH:16]=[N:15][N:14]([CH2:17][C:18]3[CH:23]=[CH:22][CH:21]=[CH:20][CH:19]=3)[C:11]2=[N:12][CH:13]=1)(C)(C)C.[H-].[Na+].IC. The catalyst is CN(C=O)C. The product is [CH2:17]([N:14]1[C:11]2=[N:12][CH:13]=[C:8]([NH:7][CH3:6])[C:9]([C:24]3[CH:29]=[CH:28][C:27]([F:30])=[CH:26][C:25]=3[CH3:31])=[C:10]2[CH:16]=[N:15]1)[C:18]1[CH:23]=[CH:22][CH:21]=[CH:20][CH:19]=1. The yield is 0.970.